Dataset: Full USPTO retrosynthesis dataset with 1.9M reactions from patents (1976-2016). Task: Predict the reactants needed to synthesize the given product. The reactants are: [CH:1]([O:3][CH2:4][CH2:5][CH2:6][CH2:7][OH:8])=[CH2:2].[OH-].[Na+].[CH2:11]([CH:13]1[O:15][CH2:14]1)Cl.[Cl-].[Na+]. Given the product [CH2:11]([O:8][CH2:7][CH2:6][CH2:5][CH2:4][O:3][CH:1]=[CH2:2])[CH:13]1[O:15][CH2:14]1, predict the reactants needed to synthesize it.